Dataset: Reaction yield outcomes from USPTO patents with 853,638 reactions. Task: Predict the reaction yield, written as a fraction of the theoretical maximum amount of product (1.0 means a 100% yield; for example, 0.34 means a 34% yield). The reactants are [CH2:1]([NH:8][C:9](=O)[CH:10]([C:12]1[CH:17]=[CH:16][C:15]([OH:18])=[CH:14][CH:13]=1)[CH3:11])[C:2]1[CH:7]=[CH:6][CH:5]=[CH:4][CH:3]=1.B.O1CCCC1.O.[OH-].[Na+]. The catalyst is O1CCCC1. The product is [CH2:1]([NH:8][CH2:9][CH:10]([C:12]1[CH:17]=[CH:16][C:15]([OH:18])=[CH:14][CH:13]=1)[CH3:11])[C:2]1[CH:3]=[CH:4][CH:5]=[CH:6][CH:7]=1. The yield is 0.520.